This data is from Peptide-MHC class II binding affinity with 134,281 pairs from IEDB. The task is: Regression. Given a peptide amino acid sequence and an MHC pseudo amino acid sequence, predict their binding affinity value. This is MHC class II binding data. (1) The peptide sequence is KLIADSIDFNQVAQV. The MHC is DRB1_0401 with pseudo-sequence DRB1_0401. The binding affinity (normalized) is 0.928. (2) The peptide sequence is EKGYFAATQFEPLAA. The MHC is HLA-DQA10401-DQB10402 with pseudo-sequence HLA-DQA10401-DQB10402. The binding affinity (normalized) is 0.581. (3) The peptide sequence is GGGGESFGIVVAWQV. The MHC is HLA-DPA10201-DPB11401 with pseudo-sequence HLA-DPA10201-DPB11401. The binding affinity (normalized) is 0.281. (4) The peptide sequence is CIALDMMNENLGIIS. The MHC is DRB1_0404 with pseudo-sequence DRB1_0404. The binding affinity (normalized) is 0.396. (5) The peptide sequence is AAAQASAAAAAYEAA. The MHC is DRB4_0101 with pseudo-sequence DRB4_0103. The binding affinity (normalized) is 0.00806. (6) The peptide sequence is NVKCKTPTQLAETID. The MHC is DRB1_0301 with pseudo-sequence DRB1_0301. The binding affinity (normalized) is 0.164. (7) The peptide sequence is NKIVRMYSPISI. The MHC is DRB1_0301 with pseudo-sequence DRB1_0301. The binding affinity (normalized) is 0.157.